This data is from Reaction yield outcomes from USPTO patents with 853,638 reactions. The task is: Predict the reaction yield, written as a fraction of the theoretical maximum amount of product (1.0 means a 100% yield; for example, 0.34 means a 34% yield). (1) The reactants are [C:1]1([C:7]([C:9]2[CH:10]=[N:11][C:12]([N:15]3[CH2:20][CH2:19][NH:18][CH2:17][CH2:16]3)=[N:13][CH:14]=2)=[O:8])[CH:6]=[CH:5][CH:4]=[CH:3][CH:2]=1.C(N(CC)CC)C.Cl[C:29]([O:31][CH2:32][C:33]1[CH:38]=[CH:37][CH:36]=[CH:35][CH:34]=1)=[O:30]. The catalyst is ClCCl. The product is [C:7]([C:9]1[CH:14]=[N:13][C:12]([N:15]2[CH2:20][CH2:19][N:18]([C:29]([O:31][CH2:32][C:33]3[CH:38]=[CH:37][CH:36]=[CH:35][CH:34]=3)=[O:30])[CH2:17][CH2:16]2)=[N:11][CH:10]=1)(=[O:8])[C:1]1[CH:2]=[CH:3][CH:4]=[CH:5][CH:6]=1. The yield is 0.570. (2) The reactants are BrCC(N(C1C=CC=CC=1C)CCNC(=O)OC(C)(C)C)=O.[CH3:23][S:24](Cl)(=[O:26])=[O:25].[Br:28][C:29]1[CH:30]=[CH:31][C:32]([CH3:50])=[C:33]([NH:35][C:36](=[O:49])[CH2:37][N:38]([CH2:46][CH2:47][OH:48])[C:39](=[O:45])[O:40][C:41]([CH3:44])([CH3:43])[CH3:42])[CH:34]=1.C([O-])(O)=O.[Na+]. The catalyst is ClCCl.C(N(CC)CC)C. The product is [CH3:23][S:24]([O:48][CH2:47][CH2:46][N:38]([CH2:37][C:36]([NH:35][C:33]1[CH:34]=[C:29]([Br:28])[CH:30]=[CH:31][C:32]=1[CH3:50])=[O:49])[C:39]([O:40][C:41]([CH3:42])([CH3:43])[CH3:44])=[O:45])(=[O:26])=[O:25]. The yield is 0.374. (3) The reactants are Br[C:2]1[S:3][C:4]2[CH:10]=[CH:9][C:8]([C:11]#[N:12])=[CH:7][C:5]=2[N:6]=1.[Br-].[CH3:14][CH:15]([CH3:18])[CH2:16][Zn+].CN1C=CN=C1.ClCCl. The catalyst is CN1CCCC1=O. The product is [CH2:14]([C:2]1[S:3][C:4]2[CH:10]=[CH:9][C:8]([C:11]#[N:12])=[CH:7][C:5]=2[N:6]=1)[CH:15]([CH3:18])[CH3:16]. The yield is 0.420. (4) The reactants are [Br:1][C:2]1[CH:7]=[CH:6][C:5]([C:8](=O)[CH2:9][S:10][C:11]#[N:12])=[CH:4][CH:3]=1.[OH-].[Na+].[BrH:16]. The catalyst is C(O)(=O)C. The product is [Br:16][C:11]1[S:10][CH:9]=[C:8]([C:5]2[CH:6]=[CH:7][C:2]([Br:1])=[CH:3][CH:4]=2)[N:12]=1. The yield is 0.840. (5) The reactants are [OH:1][C:2]1[CH:3]=[C:4]([CH:8]=[CH:9][C:10]=1[O:11][CH3:12])[C:5]([OH:7])=O.[NH:13]1[CH2:18][CH2:17][CH2:16][C@@H:15]2[C:19]3[CH:20]=[CH:21][CH:22]=[CH:23][C:24]=3[CH2:25][C@H:14]12.F[P-](F)(F)(F)(F)F.N1(OC(N(C)C)=[N+](C)C)C2N=CC=CC=2N=N1. No catalyst specified. The product is [N:13]1([C:5]([C:4]2[CH:8]=[CH:9][C:10]([O:11][CH3:12])=[C:2]([OH:1])[CH:3]=2)=[O:7])[CH2:18][CH2:17][CH2:16][C@@H:15]2[C:19]3[CH:20]=[CH:21][CH:22]=[CH:23][C:24]=3[CH2:25][C@H:14]12. The yield is 0.450. (6) The yield is 0.720. The reactants are [CH2:1]([N:5]1[CH:9]=[C:8]([C:10]2[O:14][N:13]=[C:12]([C:15]3[CH:20]=[CH:19][C:18]([O:21]C(C)C)=[C:17]([I:25])[CH:16]=3)[N:11]=2)[CH:7]=[N:6]1)[CH2:2][CH2:3][CH3:4].ClC1C=C(C2ON=C(C3C=CC(OC(C)C)=C(I)C=3)N=2)C=CC=1OCCC. No catalyst specified. The product is [CH2:1]([N:5]1[CH:9]=[C:8]([C:10]2[O:14][N:13]=[C:12]([C:15]3[CH:20]=[CH:19][C:18]([OH:21])=[C:17]([I:25])[CH:16]=3)[N:11]=2)[CH:7]=[N:6]1)[CH2:2][CH2:3][CH3:4]. (7) The reactants are C(O[C:4]([C:6]1[NH:10][C:9]2[S:11][C:12]([Cl:14])=[CH:13][C:8]=2[CH:7]=1)=[O:5])C.[CH2:15]1[NH:20][CH2:19][CH2:18][N:17]2[CH2:21][CH2:22][CH2:23][CH:16]12. No catalyst specified. The product is [Cl:14][C:12]1[S:11][C:9]2[NH:10][C:6]([C:4]([N:20]3[CH2:19][CH2:18][N:17]4[CH2:21][CH2:22][CH2:23][CH:16]4[CH2:15]3)=[O:5])=[CH:7][C:8]=2[CH:13]=1. The yield is 0.780. (8) The reactants are [C:1]([O:5][CH3:6])(=[O:4])[CH:2]=[CH2:3].I[C:8]1[C:9]([N:18]2[CH2:23][CH2:22][CH2:21][CH2:20][CH2:19]2)=[N:10][C:11]([C:14]([F:17])([F:16])[F:15])=[CH:12][CH:13]=1.C([O-])([O-])=O.[K+].[K+]. The catalyst is CN(C=O)C.CC([O-])=O.CC([O-])=O.[Pd+2].C1N2CCN(CC2)C1. The product is [N:18]1([C:9]2[C:8](/[CH:3]=[CH:2]/[C:1]([O:5][CH3:6])=[O:4])=[CH:13][CH:12]=[C:11]([C:14]([F:17])([F:15])[F:16])[N:10]=2)[CH2:19][CH2:20][CH2:21][CH2:22][CH2:23]1. The yield is 0.940.